From a dataset of Full USPTO retrosynthesis dataset with 1.9M reactions from patents (1976-2016). Predict the reactants needed to synthesize the given product. (1) Given the product [F:25][C:23]1[CH:22]=[C:4]([CH:3]=[C:2]([F:1])[CH:24]=1)[CH2:5][C@@H:6]1[CH2:11][C@H:10]([C:12]2[O:16][NH:15][C:14](=[O:17])[CH:13]=2)[CH2:9][CH2:8][NH:7]1, predict the reactants needed to synthesize it. The reactants are: [F:1][C:2]1[CH:3]=[C:4]([CH:22]=[C:23]([F:25])[CH:24]=1)[CH2:5][C@@H:6]1[CH2:11][C@H:10]([C:12]2[O:16][NH:15][C:14](=[O:17])[CH:13]=2)[CH2:9][CH2:8][N:7]1C(OC)=O.Br. (2) Given the product [CH2:14]([O:13][CH2:12][CH2:11][O:10][C:8](=[O:9])[NH:7][C@H:3]1[C:4](=[O:6])[O:5][C@H:2]1[CH3:22])[CH2:15][C:16]1[CH:21]=[CH:20][CH:19]=[CH:18][CH:17]=1, predict the reactants needed to synthesize it. The reactants are: O[C@@H:2]([CH3:22])[C@@H:3]([NH:7][C:8]([O:10][CH2:11][CH2:12][O:13][CH2:14][CH2:15][C:16]1[CH:21]=[CH:20][CH:19]=[CH:18][CH:17]=1)=[O:9])[C:4]([OH:6])=[O:5].CCN(CC)CC.CN(C(ON1N=NC2C=CC=CC1=2)=[N+](C)C)C.[B-](F)(F)(F)F. (3) Given the product [C:1]([O:5][C:6]([N:8]1[CH2:12][CH2:11][C@H:10]([NH:13][C:14]2[CH:15]=[CH:16][C:17]([O:20][CH3:21])=[CH:18][CH:19]=2)[CH2:9]1)=[O:7])([CH3:4])([CH3:3])[CH3:2], predict the reactants needed to synthesize it. The reactants are: [C:1]([O:5][C:6]([N:8]1[CH2:12][CH2:11][C@H:10]([NH:13][C:14]2[CH:19]=[CH:18][C:17]([O:20][CH3:21])=[C:16](Cl)[CH:15]=2)[CH2:9]1)=[O:7])([CH3:4])([CH3:3])[CH3:2].[OH-].[Na+]. (4) Given the product [CH3:25][C:15]1[CH:20]=[CH:19][C:18]([S:21]([O:12][CH2:11][CH:8]2[CH2:7][C:6]3[CH:5]=[C:4]([CH2:13][CH3:14])[CH:3]=[C:2]([Br:1])[C:10]=3[O:9]2)(=[O:23])=[O:22])=[CH:17][CH:16]=1, predict the reactants needed to synthesize it. The reactants are: [Br:1][C:2]1[C:10]2[O:9][CH:8]([CH2:11][OH:12])[CH2:7][C:6]=2[CH:5]=[C:4]([CH2:13][CH3:14])[CH:3]=1.[C:15]1([CH3:25])[CH:20]=[CH:19][C:18]([S:21](Cl)(=[O:23])=[O:22])=[CH:17][CH:16]=1.CC1C=CC(S(OCC2CC3C(C(F)(F)F)=CC=C(Cl)C=3O2)(=O)=O)=CC=1. (5) Given the product [I:1][C:2]1[C:3]([O:23][CH3:24])=[CH:4][C:5]([CH:20]([CH3:22])[CH3:21])=[C:6]([CH:19]=1)[O:7][C:8]1[C:9]([NH2:10])=[N:31][C:30]([NH2:32])=[N:29][CH:11]=1, predict the reactants needed to synthesize it. The reactants are: [I:1][C:2]1[C:3]([O:23][CH3:24])=[CH:4][C:5]([CH:20]([CH3:22])[CH3:21])=[C:6]([CH:19]=1)[O:7][C:8](=[CH:11]NC1C=CC=CC=1)[C:9]#[N:10].C(=O)(O)O.[NH2:29][C:30]([NH2:32])=[NH:31].CN(C=O)C.C(OCC)(=O)C. (6) The reactants are: [Cl:1][C:2]1[CH:3]=[C:4]([CH:9]2[C:14]3[CH:15]=[CH:16][S:17][C:13]=3[CH2:12][CH2:11][CH2:10]2)[CH:5]=[CH:6][C:7]=1[Cl:8].[O:18]1CCOCC1.C(#N)C.S(OOS([O-])(=O)=O)([O-])(=O)=O.[K+].[K+]. Given the product [Cl:1][C:2]1[CH:3]=[C:4]([CH:9]2[C:14]3[CH:15]=[CH:16][S:17][C:13]=3[C:12](=[O:18])[CH2:11][CH2:10]2)[CH:5]=[CH:6][C:7]=1[Cl:8], predict the reactants needed to synthesize it. (7) Given the product [C:10]1([CH3:2])[CH:5]=[CH:6][CH:7]=[C:8]([N:11]=[C:12]=[O:13])[CH:9]=1, predict the reactants needed to synthesize it. The reactants are: O=[C:2]1[C:10]2[C:5](=[CH:6][CH:7]=[C:8]([NH:11][C:12](NC3C=C(C)C=CC=3)=[O:13])[CH:9]=2)N(CCC)N1.C(N1C2C(=CC([N+]([O-])=O)=CC=2)C(=O)N1)C=C. (8) Given the product [CH3:27][O:26][C:21]1[CH:20]=[C:19]([C:18](=[O:28])[NH:17][CH2:14][CH2:15][CH3:16])[CH:24]=[CH:23][C:22]=1[NH:25][C:2]1[N:7]=[C:6]([Cl:8])[C:5]([C:9]([F:12])([F:11])[F:10])=[CH:4][N:3]=1, predict the reactants needed to synthesize it. The reactants are: Cl[C:2]1[N:7]=[C:6]([Cl:8])[C:5]([C:9]([F:12])([F:11])[F:10])=[CH:4][N:3]=1.Cl.[CH2:14]([NH:17][C:18](=[O:28])[C:19]1[CH:24]=[CH:23][C:22]([NH2:25])=[C:21]([O:26][CH3:27])[CH:20]=1)[CH2:15][CH3:16].C(N(C(C)C)C(C)C)C.